This data is from Reaction yield outcomes from USPTO patents with 853,638 reactions. The task is: Predict the reaction yield, written as a fraction of the theoretical maximum amount of product (1.0 means a 100% yield; for example, 0.34 means a 34% yield). (1) The reactants are [CH3:1][N:2]([CH3:31])[CH2:3][CH2:4][CH2:5][NH:6][C:7]1[C:12]([C:13]([NH:15][C@@H:16]2[CH2:21][CH2:20][C@H:19]([NH:22][C:23](=[O:29])[O:24][C:25]([CH3:28])([CH3:27])[CH3:26])[CH2:18][CH2:17]2)=[O:14])=[CH:11][C:10]([F:30])=[CH:9][N:8]=1.[C:32](N1C=CN=C1)(N1C=CN=C1)=[O:33].[H-].[Na+]. The catalyst is CN(C)C=O. The product is [CH3:31][N:2]([CH3:1])[CH2:3][CH2:4][CH2:5][N:6]1[C:7]2[N:8]=[CH:9][C:10]([F:30])=[CH:11][C:12]=2[C:13](=[O:14])[N:15]([C@@H:16]2[CH2:21][CH2:20][C@H:19]([NH:22][C:23](=[O:29])[O:24][C:25]([CH3:26])([CH3:27])[CH3:28])[CH2:18][CH2:17]2)[C:32]1=[O:33]. The yield is 0.640. (2) The reactants are [F:1][C:2]1[CH:3]=[C:4]([CH:15]=[CH:16][CH:17]=1)[CH2:5][C:6]1([CH3:14])[NH:11][C:10](=[O:12])[CH2:9][NH:8][C:7]1=[O:13]. The catalyst is C(OC(=O)C)(=O)C. The product is [C:10]([N:8]1[CH2:9][C:10](=[O:12])[N:11]([C:7](=[O:13])[CH3:6])[C:6]([CH2:5][C:4]2[CH:15]=[CH:16][CH:17]=[C:2]([F:1])[CH:3]=2)([CH3:14])[C:7]1=[O:13])(=[O:12])[CH3:9]. The yield is 0.713. (3) The reactants are CO[C:3]([CH:5]1[CH2:8][N:7]([C:9]2[N:14]=[CH:13][CH:12]=[CH:11][N:10]=2)[CH2:6]1)=[O:4].Cl.[CH3:16][NH:17][O:18][CH3:19].C([Mg]Cl)(C)C. The catalyst is C1COCC1. The product is [CH3:19][O:18][N:17]([CH3:16])[C:3]([CH:5]1[CH2:6][N:7]([C:9]2[N:10]=[CH:11][CH:12]=[CH:13][N:14]=2)[CH2:8]1)=[O:4]. The yield is 0.980.